From a dataset of Full USPTO retrosynthesis dataset with 1.9M reactions from patents (1976-2016). Predict the reactants needed to synthesize the given product. (1) Given the product [F:13][C:11]1[CH:10]=[C:4]([CH:5]([OH:9])[C:6]([NH:35][C@H:20]([C:26]([NH:35][CH:20]2[C:21](=[O:34])[N:22]([CH3:33])[C:23]3[CH:32]=[CH:31][CH:30]=[CH:29][C:24]=3[N:25]([CH3:28])[C:26]2=[O:27])=[O:27])[CH3:21])=[O:8])[CH:3]=[C:2]([F:1])[CH:12]=1, predict the reactants needed to synthesize it. The reactants are: [F:1][C:2]1[CH:3]=[C:4]([CH:10]=[C:11]([F:13])[CH:12]=1)[CH:5]([OH:9])[C:6]([OH:8])=O.Cl.N[C@H](C([C:20]1([NH2:35])[C:26](=[O:27])[N:25]([CH3:28])[C:24]2[CH:29]=[CH:30][CH:31]=[CH:32][C:23]=2[N:22]([CH3:33])[C:21]1=[O:34])=O)C. (2) Given the product [CH3:23][N:24]([CH3:25])[CH2:20][CH2:19][CH2:18][C:16]1[CH:15]=[CH:14][C:13]2[N:4]([CH2:3][O:2][CH3:1])[C:5](=[O:22])[C:6]3[CH:7]=[CH:8][CH:9]=[N:10][C:11]=3[C:12]=2[CH:17]=1, predict the reactants needed to synthesize it. The reactants are: [CH3:1][O:2][CH2:3][N:4]1[C:13]2[CH:14]=[CH:15][C:16]([CH2:18][CH2:19][CH:20]=O)=[CH:17][C:12]=2[C:11]2[N:10]=[CH:9][CH:8]=[CH:7][C:6]=2[C:5]1=[O:22].[CH3:23][NH:24][CH3:25].C([BH3-])#N.[Na+].Cl. (3) The reactants are: FC(F)(F)S(O[C:7]1[CH:12]=[C:11]([Cl:13])[CH:10]=[C:9]([C:14]2[N:19]=[N:18][C:17]([NH2:20])=[N:16][C:15]=2[C:21]2[CH:26]=[CH:25][CH:24]=[CH:23][CH:22]=2)[CH:8]=1)(=O)=O.[CH2:29]([Sn](CCCC)(CCCC)C=C)[CH2:30]CC. Given the product [Cl:13][C:11]1[CH:10]=[C:9]([C:14]2[N:19]=[N:18][C:17]([NH2:20])=[N:16][C:15]=2[C:21]2[CH:26]=[CH:25][CH:24]=[CH:23][CH:22]=2)[CH:8]=[C:7]([CH:29]=[CH2:30])[CH:12]=1, predict the reactants needed to synthesize it. (4) Given the product [I:18][C:2]1[S:6][C:5]([CH3:7])=[C:4]([CH2:8][C:9]2[CH:14]=[CH:13][C:12]([O:15][CH3:16])=[CH:11][CH:10]=2)[CH:3]=1, predict the reactants needed to synthesize it. The reactants are: Br[C:2]1[S:6][C:5]([CH3:7])=[C:4]([CH2:8][C:9]2[CH:14]=[CH:13][C:12]([O:15][CH3:16])=[CH:11][CH:10]=2)[CH:3]=1.[Na+].[I-:18].CNCCNC. (5) The reactants are: C1(P(C2C=CC=CC=2)C2C=CC=CC=2)C=CC=CC=1.[OH:20][C:21]1[CH:22]=[C:23]([CH:28]=[C:29]([O:31][C:32]2[CH:37]=[CH:36][C:35]([C:38]3[O:39][C:40]([CH3:43])=[N:41][N:42]=3)=[CH:34][CH:33]=2)[CH:30]=1)[C:24]([O:26][CH3:27])=[O:25].CC(OC(/N=N/C(OC(C)C)=O)=O)C.[CH3:58][O:59][CH2:60][C@H:61](O)[CH3:62]. Given the product [CH3:58][O:59][CH2:60][C@@H:61]([O:20][C:21]1[CH:22]=[C:23]([CH:28]=[C:29]([O:31][C:32]2[CH:33]=[CH:34][C:35]([C:38]3[O:39][C:40]([CH3:43])=[N:41][N:42]=3)=[CH:36][CH:37]=2)[CH:30]=1)[C:24]([O:26][CH3:27])=[O:25])[CH3:62], predict the reactants needed to synthesize it. (6) Given the product [F:83][C:84]1[CH:92]=[CH:91][CH:90]=[C:89]([F:93])[C:85]=1[C:86]([NH:88][C:2]1[CH:7]=[CH:6][CH:5]=[C:4]([C:8]2[C:20]([C:21]3[CH:26]=[CH:25][N:24]=[C:23]([NH:27][C:28]4[CH:33]=[CH:32][CH:31]=[C:30]([F:34])[CH:29]=4)[N:22]=3)=[C:11]3[CH:12]=[CH:13][C:14]([C:16]([F:19])([F:18])[F:17])=[CH:15][N:10]3[N:9]=2)[CH:3]=1)=[O:87], predict the reactants needed to synthesize it. The reactants are: Br[C:2]1[CH:3]=[C:4]([C:8]2[C:20]([C:21]3[CH:26]=[CH:25][N:24]=[C:23]([NH:27][C:28]4[CH:33]=[CH:32][CH:31]=[C:30]([F:34])[CH:29]=4)[N:22]=3)=[C:11]3[CH:12]=[CH:13][C:14]([C:16]([F:19])([F:18])[F:17])=[CH:15][N:10]3[N:9]=2)[CH:5]=[CH:6][CH:7]=1.C([O-])([O-])=O.[Cs+].[Cs+].CC1(C)C2C(=C(P(C3C=CC=CC=3)C3C=CC=CC=3)C=CC=2)OC2C(P(C3C=CC=CC=3)C3C=CC=CC=3)=CC=CC1=2.[F:83][C:84]1[CH:92]=[CH:91][CH:90]=[C:89]([F:93])[C:85]=1[C:86]([NH2:88])=[O:87]. (7) Given the product [CH3:1][S:2]([C:4]1[CH:5]=[CH:6][C:7]([N:14]2[CH2:19][CH2:18][CH2:17][CH2:16][CH2:15]2)=[C:8]([CH:13]=1)[C:9]([OH:11])=[O:10])=[O:3], predict the reactants needed to synthesize it. The reactants are: [CH3:1][S:2]([C:4]1[CH:5]=[CH:6][C:7]([N:14]2[CH2:19][CH2:18][CH2:17][CH2:16][CH2:15]2)=[C:8]([CH:13]=1)[C:9]([O:11]C)=[O:10])=[O:3].[OH-].[Na+].Cl.